Task: Predict the reactants needed to synthesize the given product.. Dataset: Full USPTO retrosynthesis dataset with 1.9M reactions from patents (1976-2016) (1) Given the product [Cl:34][C:15]1[CH:14]=[C:13]([CH:18]=[CH:17][C:16]=1[CH:19]([CH3:33])[C:20]([OH:32])([C:25]1[CH:30]=[N:29][C:28]([CH3:31])=[CH:27][N:26]=1)[C:21]([F:24])([F:22])[F:23])[O:12][CH2:11][C:8]1[CH:9]=[CH:10][C:5]([C:4]([OH:35])=[O:3])=[CH:6][CH:7]=1, predict the reactants needed to synthesize it. The reactants are: C([O:3][C:4](=[O:35])[C:5]1[CH:10]=[CH:9][C:8]([CH2:11][O:12][C:13]2[CH:18]=[CH:17][C:16]([CH:19]([CH3:33])[C:20]([OH:32])([C:25]3[CH:30]=[N:29][C:28]([CH3:31])=[CH:27][N:26]=3)[C:21]([F:24])([F:23])[F:22])=[C:15]([Cl:34])[CH:14]=2)=[CH:7][CH:6]=1)C.[Li+].[OH-].Cl. (2) Given the product [CH3:13][C:14]1[O:12][C:11]2[C:2](=[C:3]([C:4]([O:6][CH3:7])=[O:5])[CH:8]=[CH:9][CH:10]=2)[N:1]=1, predict the reactants needed to synthesize it. The reactants are: [NH2:1][C:2]1[C:11]([OH:12])=[CH:10][CH:9]=[CH:8][C:3]=1[C:4]([O:6][CH3:7])=[O:5].[C:13](Cl)(=O)[CH3:14].C(N(CC)CC)C.N1C=CC=CC=1.CC1C=CC(S(O)(=O)=O)=CC=1. (3) Given the product [O:22]=[C:20]([CH2:19][CH2:15][C:16]([O:18][CH2:11][CH3:12])=[O:17])[CH2:30][C:29]([O:28][CH2:26][CH3:27])=[O:34], predict the reactants needed to synthesize it. The reactants are: C(N1[CH:12]=[CH:11]N=C1)(N1C=CN=C1)=O.C([CH:15]([CH2:19][C:20]([OH:22])=O)[C:16]([OH:18])=[O:17])C.[Cl-].[Mg+2].[Cl-].[CH2:26]([O:28][C:29](=[O:34])[CH2:30]C([O-])=O)[CH3:27].[K+].